This data is from NCI-60 drug combinations with 297,098 pairs across 59 cell lines. The task is: Regression. Given two drug SMILES strings and cell line genomic features, predict the synergy score measuring deviation from expected non-interaction effect. (1) Drug 1: C1CC(C1)(C(=O)O)C(=O)O.[NH2-].[NH2-].[Pt+2]. Drug 2: CN1C(=O)N2C=NC(=C2N=N1)C(=O)N. Cell line: 786-0. Synergy scores: CSS=7.62, Synergy_ZIP=1.25, Synergy_Bliss=1.98, Synergy_Loewe=1.15, Synergy_HSA=1.52. (2) Drug 1: CC12CCC3C(C1CCC2O)C(CC4=C3C=CC(=C4)O)CCCCCCCCCS(=O)CCCC(C(F)(F)F)(F)F. Drug 2: C#CCC(CC1=CN=C2C(=N1)C(=NC(=N2)N)N)C3=CC=C(C=C3)C(=O)NC(CCC(=O)O)C(=O)O. Cell line: SNB-19. Synergy scores: CSS=-3.57, Synergy_ZIP=1.73, Synergy_Bliss=0.909, Synergy_Loewe=-2.24, Synergy_HSA=-3.30. (3) Drug 1: CCN(CC)CCNC(=O)C1=C(NC(=C1C)C=C2C3=C(C=CC(=C3)F)NC2=O)C. Drug 2: B(C(CC(C)C)NC(=O)C(CC1=CC=CC=C1)NC(=O)C2=NC=CN=C2)(O)O. Cell line: HL-60(TB). Synergy scores: CSS=47.4, Synergy_ZIP=-0.244, Synergy_Bliss=-1.15, Synergy_Loewe=-18.0, Synergy_HSA=-1.95. (4) Drug 1: CC1=C2C(C(=O)C3(C(CC4C(C3C(C(C2(C)C)(CC1OC(=O)C(C(C5=CC=CC=C5)NC(=O)OC(C)(C)C)O)O)OC(=O)C6=CC=CC=C6)(CO4)OC(=O)C)O)C)O. Drug 2: B(C(CC(C)C)NC(=O)C(CC1=CC=CC=C1)NC(=O)C2=NC=CN=C2)(O)O. Cell line: 786-0. Synergy scores: CSS=40.1, Synergy_ZIP=-3.26, Synergy_Bliss=-3.65, Synergy_Loewe=-6.45, Synergy_HSA=-3.59. (5) Drug 1: CC12CCC3C(C1CCC2O)C(CC4=C3C=CC(=C4)O)CCCCCCCCCS(=O)CCCC(C(F)(F)F)(F)F. Drug 2: CC1=C2C(C(=O)C3(C(CC4C(C3C(C(C2(C)C)(CC1OC(=O)C(C(C5=CC=CC=C5)NC(=O)OC(C)(C)C)O)O)OC(=O)C6=CC=CC=C6)(CO4)OC(=O)C)O)C)O. Cell line: HCT116. Synergy scores: CSS=10.1, Synergy_ZIP=15.9, Synergy_Bliss=23.5, Synergy_Loewe=12.8, Synergy_HSA=10.1. (6) Drug 1: CCC1=CC2CC(C3=C(CN(C2)C1)C4=CC=CC=C4N3)(C5=C(C=C6C(=C5)C78CCN9C7C(C=CC9)(C(C(C8N6C)(C(=O)OC)O)OC(=O)C)CC)OC)C(=O)OC.C(C(C(=O)O)O)(C(=O)O)O. Drug 2: CN(CCCl)CCCl.Cl. Cell line: HS 578T. Synergy scores: CSS=49.8, Synergy_ZIP=4.33, Synergy_Bliss=5.47, Synergy_Loewe=-24.4, Synergy_HSA=0.818. (7) Drug 1: CC1=C(C(CCC1)(C)C)C=CC(=CC=CC(=CC(=O)O)C)C. Drug 2: CC1=C(C(=CC=C1)Cl)NC(=O)C2=CN=C(S2)NC3=CC(=NC(=N3)C)N4CCN(CC4)CCO. Cell line: EKVX. Synergy scores: CSS=18.6, Synergy_ZIP=-5.44, Synergy_Bliss=-0.481, Synergy_Loewe=1.68, Synergy_HSA=1.85.